From a dataset of Forward reaction prediction with 1.9M reactions from USPTO patents (1976-2016). Predict the product of the given reaction. (1) The product is: [CH2:4]([CH2:5][CH2:6][NH2:7])[CH2:3][CH2:2][C:1]([OH:8])=[O:9]. Given the reactants [C:1]1(=[O:8])[NH:7][CH2:6][CH2:5][CH2:4][CH2:3][CH2:2]1.[OH-:9].[Na+], predict the reaction product. (2) Given the reactants Cl[C:2]1[CH:7]=[CH:6][C:5]([N+]([O-])=O)=[CH:4][N:3]=1.[CH2:11]1[CH2:15][O:14][CH2:13][CH2:12]1, predict the reaction product. The product is: [NH:3]1[CH2:4][CH2:5][CH2:6][CH2:7][CH2:2]1.[NH:3]1[CH2:11][CH2:15][O:14][CH2:13][CH2:12]1. (3) Given the reactants [OH:1][CH2:2][CH2:3][O:4][CH2:5][CH2:6][O:7][CH2:8][CH2:9][O:10][CH2:11][CH2:12][CH2:13][CH2:14][CH2:15][CH2:16][CH2:17][CH2:18][CH2:19][CH2:20][CH2:21][NH:22][C:23](=[O:54])[CH2:24][CH2:25][S:26][S:26][CH2:25][CH2:24][C:23](=[O:54])[NH:22][CH2:21][CH2:20][CH2:19][CH2:18][CH2:17][CH2:16][CH2:15][CH2:14][CH2:13][CH2:12][CH2:11][O:10][CH2:9][CH2:8][O:7][CH2:6][CH2:5][O:4][CH2:3][CH2:2][OH:1].Cl.Cl.C(CCP(CCC(O)=O)CCC(O)=O)(O)=O, predict the reaction product. The product is: [OH:1][CH2:2][CH2:3][O:4][CH2:5][CH2:6][O:7][CH2:8][CH2:9][O:10][CH2:11][CH2:12][CH2:13][CH2:14][CH2:15][CH2:16][CH2:17][CH2:18][CH2:19][CH2:20][CH2:21][NH:22][C:23](=[O:54])[CH2:24][CH2:25][SH:26]. (4) Given the reactants [CH3:1][N:2]([CH2:12][CH2:13][N:14]1[CH2:19][CH2:18][N:17]([CH3:20])[CH2:16][CH2:15]1)[C:3]1[CH:8]=[CH:7][C:6]([N+:9]([O-])=O)=[CH:5][CH:4]=1.C(O)(C(F)(F)F)=O, predict the reaction product. The product is: [CH3:1][N:2]([CH2:12][CH2:13][N:14]1[CH2:15][CH2:16][N:17]([CH3:20])[CH2:18][CH2:19]1)[C:3]1[CH:8]=[CH:7][C:6]([NH2:9])=[CH:5][CH:4]=1.